From a dataset of Forward reaction prediction with 1.9M reactions from USPTO patents (1976-2016). Predict the product of the given reaction. (1) The product is: [C:1]([C:4]1[CH:13]=[CH:12][C:11]([O:14][CH2:15][C:16]2[CH:21]=[CH:20][CH:19]=[CH:18][CH:17]=2)=[C:10]2[C:5]=1[CH:6]=[CH:7][C:8](=[O:25])[NH:9]2)(=[O:3])[CH3:2]. Given the reactants [C:1]([C:4]1[CH:13]=[CH:12][C:11]([O:14][CH2:15][C:16]2[CH:21]=[CH:20][CH:19]=[CH:18][CH:17]=2)=[C:10]2[C:5]=1[CH:6]=[CH:7][CH:8]=[N+:9]2[O-])(=[O:3])[CH3:2].C(OC(=O)C)(=[O:25])C, predict the reaction product. (2) Given the reactants Cl.C([O:9][C:10](=[O:29])[C@H:11]([CH3:28])[CH2:12][C@H:13]([NH2:27])[CH2:14][C:15]1[CH:20]=[CH:19][C:18]([C:21]2[CH:26]=[CH:25][CH:24]=[CH:23][CH:22]=2)=[CH:17][CH:16]=1)C1C=CC=CC=1.[C:30]([O:33][C@@H:34]1[C:38](=[O:39])[O:37][C:36](=[O:40])[C@H:35]1[O:41][C:42](=[O:44])[CH3:43])(=[O:32])[CH3:31].C(Cl)Cl.N1C=CC=CC=1.CO, predict the reaction product. The product is: [C:18]1([C:21]2[CH:22]=[CH:23][CH:24]=[CH:25][CH:26]=2)[CH:17]=[CH:16][C:15]([CH2:14][C@@H:13]([NH:27][C:38](=[O:39])[C@@H:34]([O:33][C:30](=[O:32])[CH3:31])[C@H:35]([O:41][C:42](=[O:44])[CH3:43])[C:36]([OH:37])=[O:40])[CH2:12][C@@H:11]([CH3:28])[C:10]([OH:29])=[O:9])=[CH:20][CH:19]=1. (3) Given the reactants [C:1]([C:3]1[CH:11]=[CH:10][CH:9]=[CH:8][C:4]=1[C:5]([OH:7])=O)#[N:2].[F:12][C:13]1([F:31])[CH2:18][CH2:17][C:16]([CH2:29][NH2:30])([C:19]2[CH:20]=[N:21][C:22]([C:25]([F:28])([F:27])[F:26])=[CH:23][CH:24]=2)[CH2:15][CH2:14]1, predict the reaction product. The product is: [C:1]([C:3]1[CH:11]=[CH:10][CH:9]=[CH:8][C:4]=1[C:5]([NH:30][CH2:29][C:16]1([C:19]2[CH:20]=[N:21][C:22]([C:25]([F:28])([F:26])[F:27])=[CH:23][CH:24]=2)[CH2:17][CH2:18][C:13]([F:12])([F:31])[CH2:14][CH2:15]1)=[O:7])#[N:2]. (4) Given the reactants C(O[C:4]([C:6]1[CH:7]=[C:8]2[C:12](=[CH:13][CH:14]=1)[NH:11][N:10]=[C:9]2[C:15]1[CH:24]=[CH:23][C:22]2[C:17](=[CH:18][CH:19]=[C:20]([O:25][CH2:26][CH:27]3[CH2:32][N:31]([CH3:33])[CH2:30][CH2:29][N:28]3[CH3:34])[CH:21]=2)[CH:16]=1)=[NH:5])C.[CH3:35][CH:36]([CH3:42])[CH2:37][C:38]([NH:40][NH2:41])=O.C(N(CC)CC)C, predict the reaction product. The product is: [CH3:34][N:28]1[CH2:29][CH2:30][N:31]([CH3:33])[CH2:32][CH:27]1[CH2:26][O:25][C:20]1[CH:21]=[C:22]2[C:17](=[CH:18][CH:19]=1)[CH:16]=[C:15]([C:9]1[C:8]3[C:12](=[CH:13][CH:14]=[C:6]([C:4]4[N:5]=[C:38]([CH2:37][CH:36]([CH3:42])[CH3:35])[NH:40][N:41]=4)[CH:7]=3)[NH:11][N:10]=1)[CH:24]=[CH:23]2. (5) Given the reactants [Br:1][C:2]1[N:6]2[N:7]=[C:8]([NH:11][NH2:12])[CH:9]=[CH:10][C:5]2=[N:4][CH:3]=1.[CH:13]([CH:15]([CH:20]=O)[C:16]([O:18][CH3:19])=[O:17])=O, predict the reaction product. The product is: [Br:1][C:2]1[N:6]2[N:7]=[C:8]([N:11]3[CH:20]=[C:15]([C:16]([O:18][CH3:19])=[O:17])[CH:13]=[N:12]3)[CH:9]=[CH:10][C:5]2=[N:4][CH:3]=1. (6) Given the reactants BrC1[C:3]2[C:8]([C:9]([C:16]3[CH:17]=CC4C=CC5C(C=4[CH:29]=3)=CC=CC=5)=[C:10]3[C:15]=1[CH:14]=[CH:13][CH:12]=[CH:11]3)=[CH:7][CH:6]=[CH:5][CH:4]=2.[C:30]1([N:36]2[C:40]3[CH:41]=[CH:42][CH:43]=[CH:44][C:39]=3[N:38]=[C:37]2C2C=CC(B(O)O)=CC=2)[CH:35]=[CH:34][CH:33]=[CH:32][CH:31]=1.C([O-])([O-])=O.[Na+].[Na+].N#N.[C:62]1([CH3:68])[CH:67]=[CH:66][CH:65]=[CH:64][CH:63]=1, predict the reaction product. The product is: [CH:64]1[C:65]2[CH:10]=[CH:9][C:8]3[C:7](=[CH:6][CH:5]=[CH:4][CH:3]=3)[C:66]=2[CH:67]=[C:62]([C:68]2[C:17]3[C:16](=[CH:29][CH:11]=[CH:12][CH:13]=3)[C:9]([C:10]3[CH:11]=[CH:12][C:13]([C:37]4[N:36]([C:30]5[CH:31]=[CH:32][CH:33]=[CH:34][CH:35]=5)[C:40]5[CH:41]=[CH:42][CH:43]=[CH:44][C:39]=5[N:38]=4)=[CH:14][CH:15]=3)=[C:8]3[C:3]=2[CH:4]=[CH:5][CH:6]=[CH:7]3)[CH:63]=1. (7) Given the reactants [NH:1]1[C:9]2[C:4](=[CH:5][CH:6]=[CH:7][CH:8]=2)[C:3]([C:10]([OH:12])=O)=[CH:2]1.[NH2:13][C:14]1[CH:19]=[CH:18][C:17]([CH2:20][C:21]([O:23][CH2:24][CH3:25])=[O:22])=[CH:16][C:15]=1[Cl:26].C(N(CC)CC)C, predict the reaction product. The product is: [Cl:26][C:15]1[CH:16]=[C:17]([CH2:20][C:21]([O:23][CH2:24][CH3:25])=[O:22])[CH:18]=[CH:19][C:14]=1[NH:13][C:10]([C:3]1[C:4]2[C:9](=[CH:8][CH:7]=[CH:6][CH:5]=2)[NH:1][CH:2]=1)=[O:12]. (8) Given the reactants C[Si]([N-][Si](C)(C)C)(C)C.[K+].[CH:11]([C:13]1[CH:14]=[CH:15][C:16]([O:28][CH2:29][C:30]2[CH:35]=[CH:34][CH:33]=[CH:32][CH:31]=2)=[C:17]([CH:27]=1)[C:18]([NH:20][C:21]1[CH:22]=[N:23][CH:24]=[CH:25][CH:26]=1)=[O:19])=O.[C:36]([O:39][CH2:40][CH3:41])(=[O:38])[CH3:37].CCCCCC, predict the reaction product. The product is: [C:30]1([CH2:29][O:28][C:16]2[CH:15]=[CH:14][C:13](/[CH:11]=[CH:37]\[C:36]([O:39][CH2:40][CH3:41])=[O:38])=[CH:27][C:17]=2[C:18]([NH:20][C:21]2[CH:22]=[N:23][CH:24]=[CH:25][CH:26]=2)=[O:19])[CH:35]=[CH:34][CH:33]=[CH:32][CH:31]=1.